Dataset: Catalyst prediction with 721,799 reactions and 888 catalyst types from USPTO. Task: Predict which catalyst facilitates the given reaction. (1) Reactant: [Br:1][C:2]1[CH:3]=[CH:4][C:5]([Cl:20])=[C:6]([CH:19]=1)[CH2:7][C:8]1[CH:18]=[CH:17][C:11]([O:12][CH2:13][CH:14]([OH:16])[CH3:15])=[CH:10][CH:9]=1.[CH:21]([O:23][CH2:24][CH3:25])=[CH2:22].C1(C)C=CC(S([O-])(=O)=O)=CC=1.[NH+]1C=CC=CC=1. Product: [Br:1][C:2]1[CH:3]=[CH:4][C:5]([Cl:20])=[C:6]([CH2:7][C:8]2[CH:9]=[CH:10][C:11]([O:12][CH2:13][CH:14]([O:16][CH:21]([O:23][CH2:24][CH3:25])[CH3:22])[CH3:15])=[CH:17][CH:18]=2)[CH:19]=1. The catalyst class is: 4. (2) Reactant: Cl[S:2]([N:5]=[C:6]=[O:7])(=[O:4])=[O:3].[CH3:8][C:9]([OH:12])([CH3:11])[CH3:10].[C:13]([O:17][C:18]([N:20]([CH2:50][CH2:51][O:52][CH2:53][CH2:54][NH:55][CH3:56])[C@@H:21]1[CH2:28][N:27]2[C:29]3[CH:30]=[C:31]([C:42]([O:44][CH3:45])=[O:43])[CH:32]=[CH:33][C:34]=3[C:35]([CH:36]3[CH2:41][CH2:40][CH2:39][CH2:38][CH2:37]3)=[C:26]2[C:25]2[CH:46]=[CH:47][CH:48]=[CH:49][C:24]=2[O:23][CH2:22]1)=[O:19])([CH3:16])([CH3:15])[CH3:14].CCN(CC)CC. Product: [C:13]([O:17][C:18]([N:20]([CH2:50][CH2:51][O:52][CH2:53][CH2:54][N:55]([S:2]([NH:5][C:6]([O:12][C:9]([CH3:11])([CH3:10])[CH3:8])=[O:7])(=[O:4])=[O:3])[CH3:56])[C@@H:21]1[CH2:28][N:27]2[C:29]3[CH:30]=[C:31]([C:42]([O:44][CH3:45])=[O:43])[CH:32]=[CH:33][C:34]=3[C:35]([CH:36]3[CH2:41][CH2:40][CH2:39][CH2:38][CH2:37]3)=[C:26]2[C:25]2[CH:46]=[CH:47][CH:48]=[CH:49][C:24]=2[O:23][CH2:22]1)=[O:19])([CH3:14])([CH3:15])[CH3:16]. The catalyst class is: 158. (3) Reactant: [C:1]([C:4]1[CH:12]=[C:11]2[C:7]([CH:8]=[CH:9][N:10]2[C:13]([O:15][C:16]([CH3:19])([CH3:18])[CH3:17])=[O:14])=[CH:6][CH:5]=1)(=[O:3])[NH2:2].[Br:20]N1C(=O)CCC1=O. Product: [Br:20][C:8]1[C:7]2[C:11](=[CH:12][C:4]([C:1](=[O:3])[NH2:2])=[CH:5][CH:6]=2)[N:10]([C:13]([O:15][C:16]([CH3:19])([CH3:18])[CH3:17])=[O:14])[CH:9]=1. The catalyst class is: 2.